From a dataset of Full USPTO retrosynthesis dataset with 1.9M reactions from patents (1976-2016). Predict the reactants needed to synthesize the given product. Given the product [CH3:55][O:56][C:57]1[CH:58]=[C:59]([NH:60][C:18]([C:2]2([CH3:1])[CH2:7][CH2:6][N:5]([C:8]3[C:9]4[C:16]([CH3:17])=[CH:15][NH:14][C:10]=4[N:11]=[CH:12][N:13]=3)[CH2:4][CH2:3]2)=[O:20])[CH:61]=[CH:62][CH:63]=1, predict the reactants needed to synthesize it. The reactants are: [CH3:1][C:2]1([C:18]([OH:20])=O)[CH2:7][CH2:6][N:5]([C:8]2[C:9]3[C:16]([CH3:17])=[CH:15][NH:14][C:10]=3[N:11]=[CH:12][N:13]=2)[CH2:4][CH2:3]1.CN([P+](ON1N=NC2C=CC=CC1=2)(N(C)C)N(C)C)C.F[P-](F)(F)(F)(F)F.C(N(CC)CC)C.[CH3:55][O:56][C:57]1[CH:58]=[C:59]([CH:61]=[CH:62][CH:63]=1)[NH2:60].